From a dataset of Catalyst prediction with 721,799 reactions and 888 catalyst types from USPTO. Predict which catalyst facilitates the given reaction. Reactant: [CH3:1][N:2]1[CH2:11][C@@H:10]2[C@H:5]([CH2:6][CH2:7][CH2:8][CH2:9]2)[N:4]([CH:12]2[CH2:17][CH2:16][N:15](C(OC(C)(C)C)=O)[CH2:14][CH2:13]2)[C:3]1=[O:25]. Product: [CH3:1][N:2]1[CH2:11][C@@H:10]2[C@H:5]([CH2:6][CH2:7][CH2:8][CH2:9]2)[N:4]([CH:12]2[CH2:17][CH2:16][NH:15][CH2:14][CH2:13]2)[C:3]1=[O:25]. The catalyst class is: 89.